From a dataset of Forward reaction prediction with 1.9M reactions from USPTO patents (1976-2016). Predict the product of the given reaction. (1) Given the reactants [CH3:1][Si:2]([CH:5]=[N+:6]=[N-:7])([CH3:4])[CH3:3].[Li]CCCC.[CH:13]1[C:22]2[C:17](=[CH:18][CH:19]=[CH:20][CH:21]=2)[CH:16]=[C:15]([C:23]#[N:24])[N:14]=1.[Cl-].[NH4+], predict the reaction product. The product is: [CH3:1][Si:2]([CH3:4])([CH3:3])[C:5]1[NH:6][N:7]=[N:24][C:23]=1[C:15]1[N:14]=[CH:13][C:22]2[C:17]([CH:16]=1)=[CH:18][CH:19]=[CH:20][CH:21]=2. (2) Given the reactants S(Cl)([Cl:3])=O.[CH3:5][O:6][C:7]([C:9]1[CH:10]([C:20]2[CH:25]=[CH:24][CH:23]=[C:22]([N+:26]([O-:28])=[O:27])[CH:21]=2)[C:11]([C:17](O)=[O:18])=[C:12]([CH3:16])[NH:13][C:14]=1[CH3:15])=[O:8], predict the reaction product. The product is: [Cl:3][C:17]([C:11]1[C@H:10]([C:20]2[CH:25]=[CH:24][CH:23]=[C:22]([N+:26]([O-:28])=[O:27])[CH:21]=2)[C:9]([C:7]([O:6][CH3:5])=[O:8])=[C:14]([CH3:15])[NH:13][C:12]=1[CH3:16])=[O:18]. (3) Given the reactants [C:1]([O:5][C:6]([N:8]1[CH2:13][CH2:12][CH2:11][C:10]([NH:19][C:20]([O:22][CH2:23][C:24]2[CH:29]=[CH:28][CH:27]=[CH:26][CH:25]=2)=[O:21])([C:14]([F:18])([F:17])[CH:15]=C)[CH2:9]1)=[O:7])([CH3:4])([CH3:3])[CH3:2].[O:30]=[O+][O-].[BH4-].[Na+].C(=O)(O)[O-].[Na+].[Cl-].[Na+], predict the reaction product. The product is: [C:1]([O:5][C:6]([N:8]1[CH2:13][CH2:12][CH2:11][C:10]([NH:19][C:20]([O:22][CH2:23][C:24]2[CH:25]=[CH:26][CH:27]=[CH:28][CH:29]=2)=[O:21])([C:14]([F:17])([F:18])[CH2:15][OH:30])[CH2:9]1)=[O:7])([CH3:3])([CH3:4])[CH3:2]. (4) Given the reactants O=[C:2]1[C:11]2[C:6](=[CH:7][CH:8]=[CH:9][CH:10]=2)[NH:5][CH:4]=[C:3]1[C:12]([O:14]CC)=O.P(Cl)(Cl)(Cl)=O.[F:22][C:23]1[CH:28]=[CH:27][CH:26]=[CH:25][C:24]=1[NH:29][NH2:30].C(=O)([O-])[O-].[K+].[K+], predict the reaction product. The product is: [F:22][C:23]1[CH:28]=[CH:27][CH:26]=[CH:25][C:24]=1[N:29]1[C:12](=[O:14])[C:3]2=[CH:4][NH:5][C:6]3[CH:7]=[CH:8][CH:9]=[CH:10][C:11]=3[C:2]2=[N:30]1. (5) The product is: [CH3:21][S:22]([O:17][CH2:16][CH2:15][CH2:14][CH2:13][C:11]1[C:10]([O:18][CH2:19][CH3:20])=[N:9][N:8]([CH2:1][C:2]2[CH:3]=[CH:4][CH:5]=[CH:6][CH:7]=2)[CH:12]=1)(=[O:24])=[O:23]. Given the reactants [CH2:1]([N:8]1[CH:12]=[C:11]([CH2:13][CH2:14][CH2:15][CH2:16][OH:17])[C:10]([O:18][CH2:19][CH3:20])=[N:9]1)[C:2]1[CH:7]=[CH:6][CH:5]=[CH:4][CH:3]=1.[CH3:21][S:22](Cl)(=[O:24])=[O:23].C(=O)([O-])O.[Na+], predict the reaction product. (6) Given the reactants [CH2:1]([N:8]1[CH2:14][CH2:13][CH2:12][CH2:11][C@H:10]([NH:15]C(=O)OC(C)(C)C)[C:9]1=[O:23])[C:2]1[CH:7]=[CH:6][CH:5]=[CH:4][CH:3]=1.[ClH:24].O1CCOCC1, predict the reaction product. The product is: [ClH:24].[NH2:15][C@H:10]1[CH2:11][CH2:12][CH2:13][CH2:14][N:8]([CH2:1][C:2]2[CH:7]=[CH:6][CH:5]=[CH:4][CH:3]=2)[C:9]1=[O:23]. (7) Given the reactants [C:1]([O:5][C:6](=[O:19])[NH:7][C:8]1[CH:13]=[C:12]([N:14]([CH3:16])[CH3:15])[C:11](Cl)=[CH:10][C:9]=1[NH2:18])([CH3:4])([CH3:3])[CH3:2].CC1(C)[O:26][C:25]([C:27]2[CH:28]=[C:29]([CH:32]=[CH:33][CH:34]=2)[C:30]#[N:31])=[CH:24][C:23](=[O:35])O1, predict the reaction product. The product is: [C:1]([O:5][C:6](=[O:19])[NH:7][C:8]1[CH:13]=[C:12]([N:14]([CH3:16])[CH3:15])[C:11]([C:24]#[C:25][C:27]2[CH:28]=[CH:29][CH:32]=[CH:33][CH:34]=2)=[CH:10][C:9]=1[NH:18][C:23](=[O:35])[CH2:24][C:25]([C:27]1[CH:34]=[CH:33][CH:32]=[C:29]([C:30]#[N:31])[CH:28]=1)=[O:26])([CH3:4])([CH3:3])[CH3:2].